Predict the product of the given reaction. From a dataset of Forward reaction prediction with 1.9M reactions from USPTO patents (1976-2016). (1) Given the reactants [Br:1][CH2:2][CH2:3][CH2:4][CH2:5][CH2:6][C:7]1[CH:12]=[CH:11][C:10]([C:13]2[CH:18]=[CH:17][CH:16]=[CH:15][CH:14]=2)=[CH:9][CH:8]=1.[N:19]1[CH:24]=[CH:23][CH:22]=[CH:21][CH:20]=1, predict the reaction product. The product is: [Br-:1].[C:10]1([C:13]2[CH:18]=[CH:17][CH:16]=[CH:15][CH:14]=2)[CH:11]=[CH:12][C:7]([CH2:6][CH2:5][CH2:4][CH2:3][CH2:2][N+:19]2[CH:24]=[CH:23][CH:22]=[CH:21][CH:20]=2)=[CH:8][CH:9]=1. (2) Given the reactants I[C:2]1[CH:3]=[C:4]2[C:9](=[CH:10][CH:11]=1)[N:8]=[CH:7][NH:6][C:5]2=[O:12].[O:13]1[CH2:18][CH2:17][N:16]([S:19]([C:22]2[CH:27]=[CH:26][C:25](B(O)O)=[CH:24][CH:23]=2)(=[O:21])=[O:20])[CH2:15][CH2:14]1.C(=O)([O-])[O-].[Na+].[Na+].COCCOC, predict the reaction product. The product is: [O:13]1[CH2:18][CH2:17][N:16]([S:19]([C:22]2[CH:27]=[CH:26][C:25]([C:2]3[CH:3]=[C:4]4[C:9](=[CH:10][CH:11]=3)[N:8]=[CH:7][NH:6][C:5]4=[O:12])=[CH:24][CH:23]=2)(=[O:21])=[O:20])[CH2:15][CH2:14]1.